The task is: Predict which catalyst facilitates the given reaction.. This data is from Catalyst prediction with 721,799 reactions and 888 catalyst types from USPTO. (1) Reactant: [CH3:1][O:2][C:3]1[CH:25]=[CH:24][C:6]([CH2:7][N:8]2[CH2:14][C:13]3[CH:15]=[C:16]([C:19](OC)=[O:20])[CH:17]=[CH:18][C:12]=3[N:11]([CH3:23])[CH2:10][CH2:9]2)=[CH:5][CH:4]=1.[NH2:26][OH:27].[OH-].[Na+]. The catalyst class is: 92. Product: [OH:27][NH:26][C:19]([C:16]1[CH:17]=[CH:18][C:12]2[N:11]([CH3:23])[CH2:10][CH2:9][N:8]([CH2:7][C:6]3[CH:24]=[CH:25][C:3]([O:2][CH3:1])=[CH:4][CH:5]=3)[CH2:14][C:13]=2[CH:15]=1)=[O:20]. (2) Reactant: [Cl:1][C:2]1[CH:3]=[C:4]2[C:9](=[CH:10][CH:11]=1)[C:8]([CH3:13])([CH3:12])[C:7](=[O:14])[C:6]([C:15](OCC)=[O:16])=[C:5]2[OH:20].Cl.[C:22]([O:26][C:27](=[O:31])[C@H:28]([CH3:30])[NH2:29])([CH3:25])([CH3:24])[CH3:23].O1CCOCC1.C(N(C(C)C)C(C)C)C. Product: [Cl:1][C:2]1[CH:3]=[C:4]2[C:9](=[CH:10][CH:11]=1)[C:8]([CH3:12])([CH3:13])[C:7](=[O:14])[C:6]([C:15]([NH:29][C@H:28]([C:27]([O:26][C:22]([CH3:25])([CH3:24])[CH3:23])=[O:31])[CH3:30])=[O:16])=[C:5]2[OH:20]. The catalyst class is: 25. (3) Reactant: B.C1COCC1.[CH2:7]1[CH:12]2[CH2:13][NH:14][CH2:15][CH2:16][N:11]2[C:10](=O)[CH2:9][O:8]1.CO. Product: [CH2:7]1[CH:12]2[CH2:13][NH:14][CH2:15][CH2:16][N:11]2[CH2:10][CH2:9][O:8]1. The catalyst class is: 1.